Task: Regression. Given two drug SMILES strings and cell line genomic features, predict the synergy score measuring deviation from expected non-interaction effect.. Dataset: NCI-60 drug combinations with 297,098 pairs across 59 cell lines (1) Drug 1: CC(C)NC(=O)C1=CC=C(C=C1)CNNC.Cl. Drug 2: N.N.Cl[Pt+2]Cl. Cell line: NCI-H322M. Synergy scores: CSS=-3.08, Synergy_ZIP=0.396, Synergy_Bliss=-1.08, Synergy_Loewe=-4.32, Synergy_HSA=-3.48. (2) Drug 1: C1CCC(CC1)NC(=O)N(CCCl)N=O. Drug 2: C(=O)(N)NO. Cell line: IGROV1. Synergy scores: CSS=31.1, Synergy_ZIP=-1.64, Synergy_Bliss=4.15, Synergy_Loewe=0.396, Synergy_HSA=6.71. (3) Drug 1: CC(C1=C(C=CC(=C1Cl)F)Cl)OC2=C(N=CC(=C2)C3=CN(N=C3)C4CCNCC4)N. Drug 2: CC1=C(C(CCC1)(C)C)C=CC(=CC=CC(=CC(=O)O)C)C. Cell line: SN12C. Synergy scores: CSS=18.4, Synergy_ZIP=-1.88, Synergy_Bliss=2.55, Synergy_Loewe=5.56, Synergy_HSA=5.77. (4) Drug 1: CC12CCC(CC1=CCC3C2CCC4(C3CC=C4C5=CN=CC=C5)C)O. Drug 2: CC1=C(C(=CC=C1)Cl)NC(=O)C2=CN=C(S2)NC3=CC(=NC(=N3)C)N4CCN(CC4)CCO. Cell line: HOP-92. Synergy scores: CSS=28.0, Synergy_ZIP=2.83, Synergy_Bliss=6.65, Synergy_Loewe=2.31, Synergy_HSA=8.02. (5) Drug 1: CNC(=O)C1=NC=CC(=C1)OC2=CC=C(C=C2)NC(=O)NC3=CC(=C(C=C3)Cl)C(F)(F)F. Drug 2: C(CC(=O)O)C(=O)CN.Cl. Cell line: PC-3. Synergy scores: CSS=9.61, Synergy_ZIP=-4.60, Synergy_Bliss=-4.98, Synergy_Loewe=-6.98, Synergy_HSA=-5.21.